This data is from Forward reaction prediction with 1.9M reactions from USPTO patents (1976-2016). The task is: Predict the product of the given reaction. (1) Given the reactants [CH2:1]([NH:8][C:9]1[N:14]=[C:13]([C:15]2[CH:20]=[CH:19][CH:18]=[CH:17][N:16]=2)[CH:12]=[C:11]([C:21]2[CH:22]=[N:23][CH:24]=[C:25]([C:27]#[C:28][CH2:29][N:30]3[CH2:35][CH2:34][N:33]([CH:36]([CH3:38])[CH3:37])[CH2:32][CH2:31]3)[CH:26]=2)[CH:10]=1)[C:2]1[CH:7]=[CH:6][CH:5]=[CH:4][CH:3]=1.[CH2:39](NC1N=C(C2C=CC=C(C)N=2)C=C(C2C=NC=C(Br)C=2)C=1)C1C=CC=CC=1, predict the reaction product. The product is: [CH2:1]([NH:8][C:9]1[N:14]=[C:13]([C:15]2[CH:20]=[CH:19][CH:18]=[C:17]([CH3:39])[N:16]=2)[CH:12]=[C:11]([C:21]2[CH:22]=[N:23][CH:24]=[C:25]([C:27]#[C:28][CH2:29][N:30]3[CH2:35][CH2:34][N:33]([CH:36]([CH3:38])[CH3:37])[CH2:32][CH2:31]3)[CH:26]=2)[CH:10]=1)[C:2]1[CH:7]=[CH:6][CH:5]=[CH:4][CH:3]=1. (2) The product is: [C:1]([O:5][C:6](=[O:7])[N:8]([CH2:14][C:15]1[O:16][C:17]2[CH:23]=[CH:22][C:21]([C:24]3[C:32]4[C:27](=[CH:28][C:29]([F:33])=[CH:30][CH:31]=4)[N:26]([S:34]([C:37]4[CH:38]=[CH:39][CH:40]=[CH:41][CH:42]=4)(=[O:36])=[O:35])[CH:25]=3)=[CH:20][C:18]=2[N:19]=1)[S:9]([CH3:12])(=[O:11])=[O:10])([CH3:4])([CH3:3])[CH3:2]. Given the reactants [C:1]([O:5][C:6]([NH:8][S:9]([CH3:12])(=[O:11])=[O:10])=[O:7])([CH3:4])([CH3:3])[CH3:2].Cl[CH2:14][C:15]1[O:16][C:17]2[CH:23]=[CH:22][C:21]([C:24]3[C:32]4[C:27](=[CH:28][C:29]([F:33])=[CH:30][CH:31]=4)[N:26]([S:34]([C:37]4[CH:42]=[CH:41][CH:40]=[CH:39][CH:38]=4)(=[O:36])=[O:35])[CH:25]=3)=[CH:20][C:18]=2[N:19]=1.C([O-])([O-])=O.[K+].[K+], predict the reaction product. (3) Given the reactants C([NH:5][C:6]([C:8]1[C:16]2[C:11](=[N:12][CH:13]=[C:14]([C:17]3[CH:18]=[CH:19][CH:20]=[C:21]4[C:25]=3[NH:24][CH:23]=[CH:22]4)[N:15]=2)[N:10](COCC[Si](C)(C)C)[CH:9]=1)=[O:7])(C)(C)C.C(N)CN, predict the reaction product. The product is: [NH:24]1[C:25]2[C:21](=[CH:20][CH:19]=[CH:18][C:17]=2[C:14]2[N:15]=[C:16]3[C:8]([C:6]([NH2:5])=[O:7])=[CH:9][NH:10][C:11]3=[N:12][CH:13]=2)[CH:22]=[CH:23]1. (4) Given the reactants Br[C:2]1[CH:3]=[CH:4][C:5]([C:8]([NH:10][C@H:11]([CH:13]2[CH2:15][CH2:14]2)[CH3:12])=[O:9])=[N:6][CH:7]=1.Cl.Cl.C[Si](C)(C)CCOC[N:24]1[C:28]2[N:29]=[CH:30][N:31]=[C:32]([C:33]3[CH:34]=[N:35][N:36]([C:38]4([CH2:42][C:43]#[N:44])[CH2:41][NH:40][CH2:39]4)[CH:37]=3)[C:27]=2[CH:26]=[CH:25]1, predict the reaction product. The product is: [C:43]([CH2:42][C:38]1([N:36]2[CH:37]=[C:33]([C:32]3[C:27]4[CH:26]=[CH:25][NH:24][C:28]=4[N:29]=[CH:30][N:31]=3)[CH:34]=[N:35]2)[CH2:41][N:40]([C:2]2[CH:3]=[CH:4][C:5]([C:8]([NH:10][C@H:11]([CH:13]3[CH2:15][CH2:14]3)[CH3:12])=[O:9])=[N:6][CH:7]=2)[CH2:39]1)#[N:44].